From a dataset of Forward reaction prediction with 1.9M reactions from USPTO patents (1976-2016). Predict the product of the given reaction. (1) Given the reactants [OH:1][C:2]1[C:11]2[C:6](=[CH:7][CH:8]=[CH:9][CH:10]=2)[N:5]([CH3:12])[C:4](=[O:13])[C:3]=1[C:14]([O:16]CC)=O.[CH3:19][O:20][C:21]1[CH:34]=[C:33]([O:35][CH3:36])[CH:32]=[CH:31][C:22]=1[CH2:23][NH:24][C:25]1[CH:30]=[CH:29][CH:28]=[CH:27][CH:26]=1.N#N.CCO, predict the reaction product. The product is: [CH3:19][O:20][C:21]1[CH:34]=[C:33]([O:35][CH3:36])[CH:32]=[CH:31][C:22]=1[CH2:23][N:24]([C:25]1[CH:30]=[CH:29][CH:28]=[CH:27][CH:26]=1)[C:14]([C:3]1[C:4](=[O:13])[N:5]([CH3:12])[C:6]2[C:11]([C:2]=1[OH:1])=[CH:10][CH:9]=[CH:8][CH:7]=2)=[O:16]. (2) Given the reactants [NH2:1][C:2]1[C:7]2[C:8]([C:11]3[CH:16]=[CH:15][C:14]([NH:17][C:18]([NH:20][C:21]4[CH:26]=[CH:25][CH:24]=[C:23]([F:27])[CH:22]=4)=[O:19])=[CH:13][CH:12]=3)=[CH:9][S:10][C:6]=2[C:5]([C:28]2[CH:29]=[N:30][N:31]([CH2:33][CH2:34][OH:35])[CH:32]=2)=[CH:4][N:3]=1.[C:36]([OH:48])(=[O:47])[CH2:37][C:38]([CH2:43][C:44]([OH:46])=[O:45])([C:40]([OH:42])=[O:41])[OH:39].CCCCCCC, predict the reaction product. The product is: [C:36]([OH:48])(=[O:47])[CH2:37][C:38]([CH2:43][C:44]([OH:46])=[O:45])([C:40]([OH:42])=[O:41])[OH:39].[NH2:1][C:2]1[C:7]2[C:8]([C:11]3[CH:12]=[CH:13][C:14]([NH:17][C:18]([NH:20][C:21]4[CH:26]=[CH:25][CH:24]=[C:23]([F:27])[CH:22]=4)=[O:19])=[CH:15][CH:16]=3)=[CH:9][S:10][C:6]=2[C:5]([C:28]2[CH:29]=[N:30][N:31]([CH2:33][CH2:34][OH:35])[CH:32]=2)=[CH:4][N:3]=1. (3) Given the reactants [CH3:1][C:2]1[NH:3][C:4]2[CH2:5][C:6]([CH3:13])([CH3:12])[CH2:7][C:8](=[O:11])[C:9]=2[CH:10]=1.[C:14]1([S:20]([C:23]2[CH:30]=[CH:29][CH:28]=[CH:27][C:24]=2[CH:25]=[O:26])(=[O:22])=[O:21])[CH:19]=[CH:18][CH:17]=[CH:16][CH:15]=1.[OH-].[Na+], predict the reaction product. The product is: [OH:26][CH:25]([C:24]1[CH:27]=[CH:28][CH:29]=[CH:30][C:23]=1[S:20]([C:14]1[CH:15]=[CH:16][CH:17]=[CH:18][CH:19]=1)(=[O:22])=[O:21])[C:10]1[C:9]2[C:8](=[O:11])[CH2:7][C:6]([CH3:13])([CH3:12])[CH2:5][C:4]=2[NH:3][C:2]=1[CH3:1].